Task: Predict which catalyst facilitates the given reaction.. Dataset: Catalyst prediction with 721,799 reactions and 888 catalyst types from USPTO (1) Reactant: [F:1][C:2]1[CH:3]=[C:4]([OH:11])[CH:5]=[CH:6][C:7]=1[N+:8]([O-:10])=[O:9].[H-].[Na+].Br[CH2:15][CH2:16][CH2:17][CH2:18][CH2:19][CH3:20].BrCCCCCCCCOC1C=CC=C(C)C=1. Product: [F:1][C:2]1[CH:3]=[C:4]([O:11][CH2:15][CH2:16][CH2:17][CH2:18][CH2:19][CH3:20])[CH:5]=[CH:6][C:7]=1[N+:8]([O-:10])=[O:9]. The catalyst class is: 3. (2) Reactant: [Cl:1][C:2]1[N:7]=[N:6][C:5]([C:8](N(OC)C)=[O:9])=[CH:4][CH:3]=1.[CH3:14][Mg+].[Br-]. Product: [Cl:1][C:2]1[N:7]=[N:6][C:5]([C:8](=[O:9])[CH3:14])=[CH:4][CH:3]=1. The catalyst class is: 1.